From a dataset of NCI-60 drug combinations with 297,098 pairs across 59 cell lines. Regression. Given two drug SMILES strings and cell line genomic features, predict the synergy score measuring deviation from expected non-interaction effect. (1) Drug 1: C1=NC(=NC(=O)N1C2C(C(C(O2)CO)O)O)N. Drug 2: CC12CCC3C(C1CCC2O)C(CC4=C3C=CC(=C4)O)CCCCCCCCCS(=O)CCCC(C(F)(F)F)(F)F. Cell line: 786-0. Synergy scores: CSS=-1.92, Synergy_ZIP=-0.900, Synergy_Bliss=-1.81, Synergy_Loewe=-2.67, Synergy_HSA=-2.19. (2) Drug 1: CC1C(C(=O)NC(C(=O)N2CCCC2C(=O)N(CC(=O)N(C(C(=O)O1)C(C)C)C)C)C(C)C)NC(=O)C3=C4C(=C(C=C3)C)OC5=C(C(=O)C(=C(C5=N4)C(=O)NC6C(OC(=O)C(N(C(=O)CN(C(=O)C7CCCN7C(=O)C(NC6=O)C(C)C)C)C)C(C)C)C)N)C. Drug 2: C(CCl)NC(=O)N(CCCl)N=O. Cell line: KM12. Synergy scores: CSS=9.32, Synergy_ZIP=-5.92, Synergy_Bliss=-1.96, Synergy_Loewe=-24.2, Synergy_HSA=-5.94. (3) Drug 1: C1CNP(=O)(OC1)N(CCCl)CCCl. Drug 2: COCCOC1=C(C=C2C(=C1)C(=NC=N2)NC3=CC=CC(=C3)C#C)OCCOC.Cl. Cell line: A498. Synergy scores: CSS=-13.0, Synergy_ZIP=5.30, Synergy_Bliss=5.54, Synergy_Loewe=-27.4, Synergy_HSA=-18.3. (4) Drug 1: COC1=CC(=CC(=C1O)OC)C2C3C(COC3=O)C(C4=CC5=C(C=C24)OCO5)OC6C(C(C7C(O6)COC(O7)C8=CC=CS8)O)O. Drug 2: CC1C(C(CC(O1)OC2CC(CC3=C2C(=C4C(=C3O)C(=O)C5=C(C4=O)C(=CC=C5)OC)O)(C(=O)C)O)N)O.Cl. Cell line: CAKI-1. Synergy scores: CSS=61.5, Synergy_ZIP=0.717, Synergy_Bliss=0.945, Synergy_Loewe=2.71, Synergy_HSA=6.92. (5) Drug 1: C1=CN(C(=O)N=C1N)C2C(C(C(O2)CO)O)O.Cl. Drug 2: CC12CCC3C(C1CCC2OP(=O)(O)O)CCC4=C3C=CC(=C4)OC(=O)N(CCCl)CCCl.[Na+]. Cell line: MDA-MB-435. Synergy scores: CSS=25.3, Synergy_ZIP=-3.62, Synergy_Bliss=-0.593, Synergy_Loewe=2.91, Synergy_HSA=3.83.